Dataset: Forward reaction prediction with 1.9M reactions from USPTO patents (1976-2016). Task: Predict the product of the given reaction. Given the reactants [C:1]([O:5][C:6](=[O:33])[CH2:7][N:8]([C:23]1[CH:28]=[C:27]([C:29]([NH2:31])=[O:30])[CH:26]=[CH:25][C:24]=1[CH3:32])[CH2:9][C:10]([N:12]([N:14]1[CH2:22][C:21]2[C:16](=[CH:17][CH:18]=[CH:19][CH:20]=2)[CH2:15]1)[CH3:13])=[O:11])([CH3:4])([CH3:3])[CH3:2].C(O)(=O)C.Cl.NO.[OH-].[Na+].CO[CH:45](OC)[N:46](C)C, predict the reaction product. The product is: [C:1]([O:5][C:6](=[O:33])[CH2:7][N:8]([CH2:9][C:10]([N:12]([N:14]1[CH2:15][C:16]2[C:21](=[CH:20][CH:19]=[CH:18][CH:17]=2)[CH2:22]1)[CH3:13])=[O:11])[C:23]1[CH:28]=[C:27]([C:29]2[O:30][N:46]=[CH:45][N:31]=2)[CH:26]=[CH:25][C:24]=1[CH3:32])([CH3:4])([CH3:3])[CH3:2].